Dataset: Catalyst prediction with 721,799 reactions and 888 catalyst types from USPTO. Task: Predict which catalyst facilitates the given reaction. (1) The catalyst class is: 1. Reactant: [Cl:1][C:2]1[CH:3]=[C:4]([Cl:19])[C:5]2[S:10][CH:9]([C:11]([F:14])([F:13])[F:12])[C:8]([C:15]([OH:17])=[O:16])=[CH:7][C:6]=2[CH:18]=1.[H][H]. Product: [Cl:1][C:2]1[CH:3]=[C:4]([Cl:19])[C:5]2[S:10][C@@H:9]([C:11]([F:14])([F:13])[F:12])[C@H:8]([C:15]([OH:17])=[O:16])[CH2:7][C:6]=2[CH:18]=1. (2) Reactant: [CH2:1]([O:3][C:4]1[CH:5]=[C:6]([CH:9]=[CH:10][C:11]=1[OH:12])[CH:7]=[O:8])[CH3:2].C([O-])([O-])=O.[K+].[K+].[CH2:19]([O:21][C:22](=[O:25])[CH2:23]Br)[CH3:20].C(O)C. Product: [CH2:1]([O:3][C:4]1[CH:5]=[C:6]([CH:7]=[O:8])[CH:9]=[CH:10][C:11]=1[O:12][CH2:23][C:22]([O:21][CH2:19][CH3:20])=[O:25])[CH3:2]. The catalyst class is: 21. (3) Reactant: [Al+3].[Cl-].[Cl-].[Cl-].[C:5]1([O:11][C:12]2[CH:17]=[CH:16][CH:15]=[CH:14][CH:13]=2)[CH:10]=[CH:9][CH:8]=[CH:7][CH:6]=1.[Br:18][C:19]([CH3:24])([CH3:23])[C:20](Br)=[O:21]. Product: [Br:18][C:19]([CH3:24])([CH3:23])[C:20]([C:15]1[CH:14]=[CH:13][C:12]([O:11][C:5]2[CH:6]=[CH:7][CH:8]=[CH:9][CH:10]=2)=[CH:17][CH:16]=1)=[O:21]. The catalyst class is: 4.